Task: Predict the reactants needed to synthesize the given product.. Dataset: Full USPTO retrosynthesis dataset with 1.9M reactions from patents (1976-2016) (1) Given the product [Cl:19][C:20]1[CH:21]=[C:22]([CH:27]=[CH:28][C:29]=1[OH:30])[C:23]([NH:25][NH:26][C:12](=[O:14])[C@H:11]([NH:10][C:4]1[CH:5]=[CH:6][C:7]([C:8]#[N:9])=[C:2]([Cl:1])[C:3]=1[CH3:18])[C@H:15]([OH:17])[CH3:16])=[O:24], predict the reactants needed to synthesize it. The reactants are: [Cl:1][C:2]1[C:3]([CH3:18])=[C:4]([NH:10][C@H:11]([C@H:15]([OH:17])[CH3:16])[C:12]([OH:14])=O)[CH:5]=[CH:6][C:7]=1[C:8]#[N:9].[Cl:19][C:20]1[CH:21]=[C:22]([CH:27]=[CH:28][C:29]=1[OH:30])[C:23]([NH:25][NH2:26])=[O:24].ON1C2C=CC=CC=2N=N1.C(N=C=NCCCN(C)C)C.C(N(CC)CC)C. (2) Given the product [CH2:26]([O:1][C:2]1[CH:10]=[CH:9][CH:8]=[C:7]2[C:3]=1[CH:4]=[C:5]([C:11]([O:13][CH2:14][CH3:15])=[O:12])[NH:6]2)[C@H:27]1[O:29][CH2:28]1, predict the reactants needed to synthesize it. The reactants are: [OH:1][C:2]1[CH:10]=[CH:9][CH:8]=[C:7]2[C:3]=1[CH:4]=[C:5]([C:11]([O:13][CH2:14][CH3:15])=[O:12])[NH:6]2.C(=O)([O-])[O-].[K+].[K+].S(C1C=CC([N+]([O-])=O)=CC=1)(O[CH2:26][C@H:27]1[O:29][CH2:28]1)(=O)=O.O. (3) Given the product [ClH:25].[CH3:19][C:20]1[CH:27]=[CH:26][C:23]([CH2:24][S:18][C:9]2[NH:8][C@H:7]([C:1]3[CH:2]=[CH:3][CH:4]=[CH:5][CH:6]=3)[C@H:11]([C:12]3[CH:13]=[CH:14][CH:15]=[CH:16][CH:17]=3)[N:10]=2)=[CH:22][CH:21]=1, predict the reactants needed to synthesize it. The reactants are: [C:1]1([C@H:7]2[C@@H:11]([C:12]3[CH:17]=[CH:16][CH:15]=[CH:14][CH:13]=3)[NH:10][C:9](=[S:18])[NH:8]2)[CH:6]=[CH:5][CH:4]=[CH:3][CH:2]=1.[CH3:19][C:20]1[CH:27]=[CH:26][C:23]([CH2:24][Cl:25])=[CH:22][CH:21]=1. (4) Given the product [I:1][C:2]1[CH:7]=[CH:6][C:5]([NH:8][C:9]2[CH:17]=[N:16][CH:15]=[CH:14][C:10]=2[C:11]([NH:23][S:20]([CH3:19])(=[O:22])=[O:21])=[O:12])=[C:4]([CH3:18])[CH:3]=1, predict the reactants needed to synthesize it. The reactants are: [I:1][C:2]1[CH:7]=[CH:6][C:5]([NH:8][C:9]2[CH:17]=[N:16][CH:15]=[CH:14][C:10]=2[C:11](O)=[O:12])=[C:4]([CH3:18])[CH:3]=1.[CH3:19][S:20]([NH2:23])(=[O:22])=[O:21].C1CCN2C(=NCCC2)CC1. (5) Given the product [CH:1]1([C:4]2[NH:8][N:7]=[C:6]([NH:9][C:10]3[CH:15]=[CH:14][N:13]=[C:12]([NH2:16])[N:11]=3)[CH:5]=2)[CH2:3][CH2:2]1, predict the reactants needed to synthesize it. The reactants are: [CH:1]1([C:4]2[NH:8][N:7]=[C:6]([NH:9][C:10]3[CH:15]=[CH:14][N:13]=[C:12]([NH:16]CC4C=CC5N(C6CCCCO6)C=NC=5C=4)[N:11]=3)[CH:5]=2)[CH2:3][CH2:2]1.CC1C=CC(S(O)(=O)=O)=CC=1.O. (6) Given the product [Br:11][C:8]1[CH:9]=[C:10]2[C:5](=[N:15][CH:7]=1)[NH:4][C:3](=[O:12])[CH2:2]2, predict the reactants needed to synthesize it. The reactants are: Br[C:2]1(Br)[C:10]2[C:5](=C[CH:7]=[C:8]([Br:11])[CH:9]=2)[NH:4][C:3]1=[O:12].[Cl-].[NH4+:15]. (7) Given the product [CH3:19][O:20][C:21](=[O:40])[CH2:22][C:23]1[CH:28]=[C:27]([C:2]2[CH:14]=[CH:13][C:12]([C:15]([F:18])([F:17])[F:16])=[CH:11][C:3]=2[CH2:4][N:5]2[CH2:9][CH2:8][O:7][C:6]2=[O:10])[CH:26]=[CH:25][C:24]=1[O:38][CH3:39], predict the reactants needed to synthesize it. The reactants are: Br[C:2]1[CH:14]=[CH:13][C:12]([C:15]([F:18])([F:17])[F:16])=[CH:11][C:3]=1[CH2:4][N:5]1[CH2:9][CH2:8][O:7][C:6]1=[O:10].[CH3:19][O:20][C:21](=[O:40])[CH2:22][C:23]1[CH:28]=[C:27](B2OC(C)(C)C(C)(C)O2)[CH:26]=[CH:25][C:24]=1[O:38][CH3:39].C(=O)([O-])[O-].[K+].[K+]. (8) Given the product [O:1]1[CH:5]=[CH:4][CH:3]=[C:2]1[CH2:6][NH:7][C:23]([NH:22][CH2:21][C:20]1[CH:25]=[CH:26][C:17]([O:16][CH3:15])=[CH:18][CH:19]=1)=[S:24], predict the reactants needed to synthesize it. The reactants are: [O:1]1[CH:5]=[CH:4][CH:3]=[C:2]1[CH2:6][NH2:7].C(N(CC)CC)C.[CH3:15][O:16][C:17]1[CH:26]=[CH:25][C:20]([CH2:21][N:22]=[C:23]=[S:24])=[CH:19][CH:18]=1. (9) Given the product [N:1]1[CH:6]=[CH:5][C:4]([C:7]2[N:11]3[CH:12]=[CH:13][CH:14]=[CH:15][C:10]3=[N:9][C:8]=2[CH:16]=[O:17])=[CH:3][CH:2]=1, predict the reactants needed to synthesize it. The reactants are: [N:1]1[CH:6]=[CH:5][C:4]([C:7]2[N:11]3[CH:12]=[CH:13][CH:14]=[CH:15][C:10]3=[N:9][C:8]=2[CH2:16][OH:17])=[CH:3][CH:2]=1. (10) Given the product [C:13]([O:17][C:18](=[O:37])[NH:19][C@H:20]([CH2:35][N:42]1[C:38](=[O:48])[C:39]2[C:40](=[CH:44][CH:45]=[CH:46][CH:47]=2)[C:41]1=[O:43])[CH2:21][C:22]([CH3:34])([CH3:33])[CH2:23][CH2:24][O:25][CH2:26][C:27]1[CH:32]=[CH:31][CH:30]=[CH:29][CH:28]=1)([CH3:16])([CH3:15])[CH3:14], predict the reactants needed to synthesize it. The reactants are: CCOC(/N=N/C(OCC)=O)=O.[C:13]([O:17][C:18](=[O:37])[NH:19][C@H:20]([CH2:35]O)[CH2:21][C:22]([CH3:34])([CH3:33])[CH2:23][CH2:24][O:25][CH2:26][C:27]1[CH:32]=[CH:31][CH:30]=[CH:29][CH:28]=1)([CH3:16])([CH3:15])[CH3:14].[C:38]1(=[O:48])[NH:42][C:41](=[O:43])[C:40]2=[CH:44][CH:45]=[CH:46][CH:47]=[C:39]12.C1(P(C2C=CC=CC=2)C2C=CC=CC=2)C=CC=CC=1.